From a dataset of Forward reaction prediction with 1.9M reactions from USPTO patents (1976-2016). Predict the product of the given reaction. (1) Given the reactants [Cl:1][C:2]1[CH:7]=[C:6]([O:8][C:9]2[C:10](I)=[N:11][C:12]([CH3:15])=[CH:13][CH:14]=2)[CH:5]=[CH:4][N:3]=1.[Br-].[N:18]1[CH:23]=[CH:22][CH:21]=[CH:20][C:19]=1[Zn+].C1COCC1.CC(N(C)C)=O, predict the reaction product. The product is: [Cl:1][C:2]1[CH:7]=[C:6]([O:8][C:9]2[C:10]([C:19]3[CH:20]=[CH:21][CH:22]=[CH:23][N:18]=3)=[N:11][C:12]([CH3:15])=[CH:13][CH:14]=2)[CH:5]=[CH:4][N:3]=1. (2) Given the reactants [Cl:1][C:2]1[CH:3]=[C:4]([C:12]2[O:16][N:15]=[C:14]([C:17]3[CH:18]=[CH:19][CH:20]=[C:21]4[C:25]=3[NH:24][CH:23]=[CH:22]4)[N:13]=2)[CH:5]=[CH:6][C:7]=1[O:8][CH:9]([CH3:11])[CH3:10].[CH2:26]1N2CCN(CC2)C1.C(=O)(OC)OC, predict the reaction product. The product is: [Cl:1][C:2]1[CH:3]=[C:4]([C:12]2[O:16][N:15]=[C:14]([C:17]3[CH:18]=[CH:19][CH:20]=[C:21]4[C:25]=3[N:24]([CH3:26])[CH:23]=[CH:22]4)[N:13]=2)[CH:5]=[CH:6][C:7]=1[O:8][CH:9]([CH3:10])[CH3:11]. (3) Given the reactants [F:1][C:2]1[CH:7]=[C:6]([F:8])[CH:5]=[CH:4][C:3]=1[C:9](=[O:22])[CH2:10][C:11]1[NH:15][C:14]2[CH2:16][CH:17]([CH3:21])[CH:18]([CH3:20])[CH2:19][C:13]=2[N:12]=1.[C:23](O)(=[O:26])[C:24]#[CH:25].N1(C(N2C=CN=C2)=O)C=CN=C1, predict the reaction product. The product is: [F:1][C:2]1[CH:7]=[C:6]([F:8])[CH:5]=[CH:4][C:3]=1[C:9]([C:10]1[CH:25]=[CH:24][C:23](=[O:26])[N:15]2[C:14]3[CH2:16][CH:17]([CH3:21])[CH:18]([CH3:20])[CH2:19][C:13]=3[NH:12][C:11]=12)=[O:22]. (4) Given the reactants [Br:1][C:2]1[CH:7]=[C:6](F)[C:5]([N+:9]([O-:11])=[O:10])=[CH:4][C:3]=1[F:12].[CH3:13][O-:14].[Na+].CO, predict the reaction product. The product is: [CH3:13][O:14][C:6]1[CH:7]=[C:2]([Br:1])[C:3]([F:12])=[CH:4][C:5]=1[N+:9]([O-:11])=[O:10]. (5) Given the reactants [NH2:1][N:2]1[C:6]([C:7]([O:9]C)=[O:8])=[CH:5][N:4]=[C:3]1[C:11]1[CH:16]=[CH:15][C:14]([CH3:17])=[CH:13][CH:12]=1.CO.[OH-].[Li+], predict the reaction product. The product is: [NH2:1][N:2]1[C:6]([C:7]([OH:9])=[O:8])=[CH:5][N:4]=[C:3]1[C:11]1[CH:16]=[CH:15][C:14]([CH3:17])=[CH:13][CH:12]=1. (6) Given the reactants [CH2:1]([O:8][C:9]1[C:14](=[O:15])[CH:13]=[CH:12][NH:11][C:10]=1[C:16]([N:18]([CH2:22][C:23]1[CH:28]=[CH:27][C:26]([F:29])=[CH:25][CH:24]=1)[CH2:19][CH2:20]O)=[O:17])[C:2]1[CH:7]=[CH:6][CH:5]=[CH:4][CH:3]=1.S(Cl)(Cl)=O.N1C=CC=CC=1, predict the reaction product. The product is: [CH2:1]([O:8][C:9]1[C:14](=[O:15])[CH:13]=[CH:12][N:11]2[CH2:20][CH2:19][N:18]([CH2:22][C:23]3[CH:28]=[CH:27][C:26]([F:29])=[CH:25][CH:24]=3)[C:16](=[O:17])[C:10]=12)[C:2]1[CH:3]=[CH:4][CH:5]=[CH:6][CH:7]=1.